This data is from Forward reaction prediction with 1.9M reactions from USPTO patents (1976-2016). The task is: Predict the product of the given reaction. (1) Given the reactants Br[C:2]1[S:3][C:4]2[CH:31]=[CH:30][CH:29]=[CH:28][C:5]=2[C:6]=1[C:7]([N:9]1[CH2:14][CH2:13][CH:12]([N:15]2[CH2:27][CH2:26][CH2:25][C:17]3([C:21](=[O:22])[O:20][C:19]([CH3:24])([CH3:23])[CH2:18]3)[CH2:16]2)[CH2:11][CH2:10]1)=[O:8].[N:32]1[CH:37]=[CH:36][CH:35]=[C:34](B(O)O)[CH:33]=1.C(OC(C)C)(C)C, predict the reaction product. The product is: [CH3:24][C:19]1([CH3:23])[CH2:18][C:17]2([CH2:25][CH2:26][CH2:27][N:15]([CH:12]3[CH2:13][CH2:14][N:9]([C:7]([C:6]4[C:5]5[CH:28]=[CH:29][CH:30]=[CH:31][C:4]=5[S:3][C:2]=4[C:34]4[CH:33]=[N:32][CH:37]=[CH:36][CH:35]=4)=[O:8])[CH2:10][CH2:11]3)[CH2:16]2)[C:21](=[O:22])[O:20]1. (2) Given the reactants C(NC1C=C([NH:17][C:18](=[O:27])[C:19]2[CH:24]=[CH:23][C:22](Cl)=[N:21][C:20]=2[CH3:26])C=CC=1Cl)(=O)C1C=CC=CC=1.C[C@H]1CNC[C@@H](C)N1, predict the reaction product. The product is: [CH3:26][C:20]1[N:21]=[CH:22][CH:23]=[CH:24][C:19]=1[C:18]([NH2:17])=[O:27].